From a dataset of NCI-60 drug combinations with 297,098 pairs across 59 cell lines. Regression. Given two drug SMILES strings and cell line genomic features, predict the synergy score measuring deviation from expected non-interaction effect. Drug 1: CC1C(C(CC(O1)OC2CC(CC3=C2C(=C4C(=C3O)C(=O)C5=C(C4=O)C(=CC=C5)OC)O)(C(=O)C)O)N)O.Cl. Drug 2: CCCCCOC(=O)NC1=NC(=O)N(C=C1F)C2C(C(C(O2)C)O)O. Cell line: SK-OV-3. Synergy scores: CSS=6.10, Synergy_ZIP=-3.34, Synergy_Bliss=-1.47, Synergy_Loewe=-16.4, Synergy_HSA=-2.77.